Dataset: Reaction yield outcomes from USPTO patents with 853,638 reactions. Task: Predict the reaction yield, written as a fraction of the theoretical maximum amount of product (1.0 means a 100% yield; for example, 0.34 means a 34% yield). (1) The reactants are [H-].[Na+].[Br:3][C:4]1[CH:5]=[C:6]2[C:10](=[CH:11][CH:12]=1)[NH:9][CH2:8][CH2:7]2.[CH3:13][S:14](Cl)(=[O:16])=[O:15]. The catalyst is CN(C=O)C. The product is [Br:3][C:4]1[CH:5]=[C:6]2[C:10](=[CH:11][CH:12]=1)[N:9]([S:14]([CH3:13])(=[O:16])=[O:15])[CH2:8][CH2:7]2. The yield is 0.600. (2) The reactants are [C:1]([C:3]1([OH:18])[C:14]([CH3:16])([CH3:15])[CH2:13][C:6]2([O:10][CH:9]([CH3:11])[CH:8]([CH3:12])[O:7]2)[CH:5]=[C:4]1[CH3:17])#[CH:2].ClCCl.N1C(C)=CC=CC=1C.FC(F)(F)S(O[Si:36]([CH2:41][CH3:42])([CH2:39][CH3:40])[CH2:37][CH3:38])(=O)=O. The catalyst is O. The product is [C:1]([C:3]1([O:18][Si:36]([CH2:41][CH3:42])([CH2:39][CH3:40])[CH2:37][CH3:38])[C:14]([CH3:16])([CH3:15])[CH2:13][C:6]2([O:7][CH:8]([CH3:12])[CH:9]([CH3:11])[O:10]2)[CH:5]=[C:4]1[CH3:17])#[CH:2]. The yield is 0.550. (3) The reactants are [CH3:1][O:2][C:3]([C:5]1[S:6][C:7]([C:22]2[CH2:27][CH2:26][C:25]([CH3:29])([CH3:28])[CH2:24][CH:23]=2)=[CH:8][C:9]=1[NH:10][CH:11]1[CH2:16][CH2:15][CH:14]([N:17]2[CH:21]=[N:20][CH:19]=[N:18]2)[CH2:13][CH2:12]1)=[O:4].[CH3:30][C@H:31]1[CH2:36][CH2:35][C@H:34]([C:37](Cl)=[O:38])[CH2:33][CH2:32]1. No catalyst specified. The product is [CH3:1][O:2][C:3]([C:5]1[S:6][C:7]([C:22]2[CH2:27][CH2:26][C:25]([CH3:29])([CH3:28])[CH2:24][CH:23]=2)=[CH:8][C:9]=1[N:10]([C:37]([C@H:34]1[CH2:35][CH2:36][C@H:31]([CH3:30])[CH2:32][CH2:33]1)=[O:38])[CH:11]1[CH2:16][CH2:15][CH:14]([N:17]2[CH:21]=[N:20][CH:19]=[N:18]2)[CH2:13][CH2:12]1)=[O:4]. The yield is 0.600.